This data is from NCI-60 drug combinations with 297,098 pairs across 59 cell lines. The task is: Regression. Given two drug SMILES strings and cell line genomic features, predict the synergy score measuring deviation from expected non-interaction effect. (1) Cell line: NCI-H522. Drug 1: CNC(=O)C1=CC=CC=C1SC2=CC3=C(C=C2)C(=NN3)C=CC4=CC=CC=N4. Synergy scores: CSS=10.4, Synergy_ZIP=3.79, Synergy_Bliss=9.12, Synergy_Loewe=9.00, Synergy_HSA=8.57. Drug 2: CC1C(C(=O)NC(C(=O)N2CCCC2C(=O)N(CC(=O)N(C(C(=O)O1)C(C)C)C)C)C(C)C)NC(=O)C3=C4C(=C(C=C3)C)OC5=C(C(=O)C(=C(C5=N4)C(=O)NC6C(OC(=O)C(N(C(=O)CN(C(=O)C7CCCN7C(=O)C(NC6=O)C(C)C)C)C)C(C)C)C)N)C. (2) Drug 1: CCCCC(=O)OCC(=O)C1(CC(C2=C(C1)C(=C3C(=C2O)C(=O)C4=C(C3=O)C=CC=C4OC)O)OC5CC(C(C(O5)C)O)NC(=O)C(F)(F)F)O. Drug 2: C1=NC(=NC(=O)N1C2C(C(C(O2)CO)O)O)N. Cell line: IGROV1. Synergy scores: CSS=28.6, Synergy_ZIP=3.89, Synergy_Bliss=3.77, Synergy_Loewe=5.19, Synergy_HSA=6.50. (3) Drug 1: CCC(=C(C1=CC=CC=C1)C2=CC=C(C=C2)OCCN(C)C)C3=CC=CC=C3.C(C(=O)O)C(CC(=O)O)(C(=O)O)O. Drug 2: CC1CCC2CC(C(=CC=CC=CC(CC(C(=O)C(C(C(=CC(C(=O)CC(OC(=O)C3CCCCN3C(=O)C(=O)C1(O2)O)C(C)CC4CCC(C(C4)OC)OCCO)C)C)O)OC)C)C)C)OC. Cell line: HT29. Synergy scores: CSS=0.0420, Synergy_ZIP=-2.87, Synergy_Bliss=-4.50, Synergy_Loewe=-2.57, Synergy_HSA=-3.75. (4) Drug 1: CS(=O)(=O)CCNCC1=CC=C(O1)C2=CC3=C(C=C2)N=CN=C3NC4=CC(=C(C=C4)OCC5=CC(=CC=C5)F)Cl. Drug 2: CNC(=O)C1=NC=CC(=C1)OC2=CC=C(C=C2)NC(=O)NC3=CC(=C(C=C3)Cl)C(F)(F)F. Cell line: MALME-3M. Synergy scores: CSS=-1.71, Synergy_ZIP=3.67, Synergy_Bliss=7.77, Synergy_Loewe=-1.85, Synergy_HSA=-1.74.